Dataset: Reaction yield outcomes from USPTO patents with 853,638 reactions. Task: Predict the reaction yield, written as a fraction of the theoretical maximum amount of product (1.0 means a 100% yield; for example, 0.34 means a 34% yield). (1) The reactants are [Cl:1][C:2]1[S:6][C:5]([S:7]([NH:10][CH:11]([C:17]2[N:18]([CH2:22][C:23]3[CH:28]=[CH:27][C:26]([O:29]C)=[CH:25][CH:24]=3)[CH:19]=[CH:20][N:21]=2)[CH:12]([CH2:15][CH3:16])[CH2:13][CH3:14])(=[O:9])=[O:8])=[CH:4][CH:3]=1.B(Br)(Br)Br.O. The catalyst is C(Cl)Cl. The product is [Cl:1][C:2]1[S:6][C:5]([S:7]([NH:10][CH:11]([C:17]2[N:18]([CH2:22][C:23]3[CH:24]=[CH:25][C:26]([OH:29])=[CH:27][CH:28]=3)[CH:19]=[CH:20][N:21]=2)[CH:12]([CH2:15][CH3:16])[CH2:13][CH3:14])(=[O:8])=[O:9])=[CH:4][CH:3]=1. The yield is 0.580. (2) The product is [NH2:1][C:2]1[C:11]2[C:6](=[C:7]([C:24]3[CH:23]=[N:22][C:21]([O:20][CH3:19])=[N:26][CH:25]=3)[CH:8]=[CH:9][CH:10]=2)[N:5]=[N:4][C:3]=1[C:13]([NH:15][CH2:16][CH2:17][CH3:18])=[O:14]. No catalyst specified. The reactants are [NH2:1][C:2]1[C:11]2[C:6](=[C:7](Br)[CH:8]=[CH:9][CH:10]=2)[N:5]=[N:4][C:3]=1[C:13]([NH:15][CH2:16][CH2:17][CH3:18])=[O:14].[CH3:19][O:20][C:21]1[N:26]=[CH:25][C:24](B(O)O)=[CH:23][N:22]=1. The yield is 0.770. (3) The product is [Cl:21][C:18]1[CH:19]=[CH:20][C:15]([CH:11]2[CH:10]=[CH:9][NH:8][CH2:13][CH2:12]2)=[CH:16][CH:17]=1. The catalyst is C(Cl)Cl. The reactants are C([N:8]1[CH2:13][CH2:12][C:11]([C:15]2[CH:20]=[CH:19][C:18]([Cl:21])=[CH:17][CH:16]=2)(C)[CH2:10][CH2:9]1)C1C=CC=CC=1.ClC(OC(Cl)=O)C. The yield is 1.00. (4) The reactants are [Cl:1][C:2]1[CH:7]=[C:6]([Cl:8])[CH:5]=[CH:4][C:3]=1[CH2:9][S:10]([C:13]1[CH:18]=[CH:17][CH:16]=[CH:15][CH:14]=1)(=[O:12])=[O:11].C(NC(C)C)(C)C.[Li]CCCC.C=O.N1C=CC=CC=1.[CH3:39][C:40]([O:42][C:43](C)=O)=[O:41]. The catalyst is C1COCC1. The product is [C:40]([O:42][CH2:43][CH:9]([C:3]1[CH:4]=[CH:5][C:6]([Cl:8])=[CH:7][C:2]=1[Cl:1])[S:10]([C:13]1[CH:14]=[CH:15][CH:16]=[CH:17][CH:18]=1)(=[O:12])=[O:11])(=[O:41])[CH3:39]. The yield is 0.940. (5) The reactants are [CH3:1][N:2]([CH3:23])[C:3]1[N:8]=[CH:7][C:6]([NH:9][C:10](=[O:18])OC2C=CC=CC=2)=[CH:5][C:4]=1[C:19]([F:22])([F:21])[F:20].[CH3:24][CH:25]1[CH2:30][CH2:29][N:28]([C:31]2[C:36]([CH2:37][NH2:38])=[CH:35][CH:34]=[C:33]([C:39]([F:42])([F:41])[F:40])[N:32]=2)[CH2:27][CH2:26]1.C(N(CC)CC)C. The catalyst is CS(C)=O.O. The product is [CH3:23][N:2]([CH3:1])[C:3]1[N:8]=[CH:7][C:6]([NH:9][C:10]([NH:38][CH2:37][C:36]2[C:31]([N:28]3[CH2:29][CH2:30][CH:25]([CH3:24])[CH2:26][CH2:27]3)=[N:32][C:33]([C:39]([F:42])([F:40])[F:41])=[CH:34][CH:35]=2)=[O:18])=[CH:5][C:4]=1[C:19]([F:20])([F:21])[F:22]. The yield is 0.730. (6) The catalyst is C1COCC1. The yield is 0.500. The product is [CH3:24][C:22]1[CH:23]=[C:19]([NH:18][C:2]2[C:3]3[CH:17]=[CH:16][CH:15]=[N:14][C:4]=3[N:5]=[C:6]([C:8]3[CH:13]=[CH:12][CH:11]=[CH:10][CH:9]=3)[N:7]=2)[NH:20][N:21]=1. The reactants are Cl[C:2]1[C:3]2[CH:17]=[CH:16][CH:15]=[N:14][C:4]=2[N:5]=[C:6]([C:8]2[CH:13]=[CH:12][CH:11]=[CH:10][CH:9]=2)[N:7]=1.[NH2:18][C:19]1[CH:23]=[C:22]([CH3:24])[NH:21][N:20]=1. (7) The reactants are [CH:1]1([NH:7][C:8]2[O:9][CH2:10][C:11](=[O:18])[C:12]=2[C:13]([O:15][CH2:16][CH3:17])=[O:14])[CH2:6][CH2:5][CH2:4][CH2:3][CH2:2]1.[NH:19]1[C:27]2[C:22](=[CH:23][CH:24]=[CH:25][N:26]=2)[C:21]([CH:28]=O)=[CH:20]1.[ClH:30]. The catalyst is C(O)C. The product is [ClH:30].[NH:19]1[C:27]2=[N:26][CH:25]=[CH:24][CH:23]=[C:22]2[C:21]([CH:28]=[C:10]2[O:9][C:8]([NH:7][CH:1]3[CH2:2][CH2:3][CH2:4][CH2:5][CH2:6]3)=[C:12]([C:13]([O:15][CH2:16][CH3:17])=[O:14])[C:11]2=[O:18])=[CH:20]1. The yield is 0.220.